This data is from Catalyst prediction with 721,799 reactions and 888 catalyst types from USPTO. The task is: Predict which catalyst facilitates the given reaction. (1) Reactant: [NH2:1][CH2:2][CH2:3][N:4]([CH3:28])[C:5](=[O:27])[CH2:6][CH2:7]/[CH:8]=[CH:9]\[CH2:10]/[CH:11]=[CH:12]\[CH2:13]/[CH:14]=[CH:15]\[CH2:16]/[CH:17]=[CH:18]\[CH2:19]/[CH:20]=[CH:21]\[CH2:22]/[CH:23]=[CH:24]\[CH2:25][CH3:26].[OH:29][C:30]1[CH:38]=[CH:37][CH:36]=[CH:35][C:31]=1[C:32](Cl)=[O:33].N1C=CN=C1.C1CCC(N=C=NC2CCCCC2)CC1. Product: [OH:29][C:30]1[CH:38]=[CH:37][CH:36]=[CH:35][C:31]=1[C:32]([NH:1][CH2:2][CH2:3][N:4]([CH3:28])[C:5](=[O:27])[CH2:6][CH2:7]/[CH:8]=[CH:9]\[CH2:10]/[CH:11]=[CH:12]\[CH2:13]/[CH:14]=[CH:15]\[CH2:16]/[CH:17]=[CH:18]\[CH2:19]/[CH:20]=[CH:21]\[CH2:22]/[CH:23]=[CH:24]\[CH2:25][CH3:26])=[O:33]. The catalyst class is: 25. (2) Reactant: [N:1]1[CH:6]=[CH:5][C:4]([CH2:7][NH2:8])=[CH:3][CH:2]=1.[CH3:9][O:10][C:11]1[CH:18]=[CH:17][C:14]([CH:15]=O)=[CH:13][CH:12]=1.[BH3-]C#N.[Na+]. Product: [CH3:9][O:10][C:11]1[CH:18]=[CH:17][C:14]([CH2:15][NH:8][CH2:7][C:4]2[CH:5]=[CH:6][N:1]=[CH:2][CH:3]=2)=[CH:13][CH:12]=1. The catalyst class is: 5. (3) Reactant: Cl.Cl.Cl.[N:4]1[CH:9]=[CH:8][C:7]([C:10]2[N:14]3[N:15]=[C:16]([NH:19][C@H:20]4[CH2:25][CH2:24][C@H:23]([NH2:26])[CH2:22][CH2:21]4)[CH:17]=[CH:18][C:13]3=[N:12][CH:11]=2)=[CH:6][CH:5]=1.[O:27]([C:29]#[N:30])[K].C([O-])(=O)C.[Na+]. Product: [N:4]1[CH:9]=[CH:8][C:7]([C:10]2[N:14]3[N:15]=[C:16]([NH:19][C@H:20]4[CH2:21][CH2:22][C@H:23]([NH:26][C:29]([NH2:30])=[O:27])[CH2:24][CH2:25]4)[CH:17]=[CH:18][C:13]3=[N:12][CH:11]=2)=[CH:6][CH:5]=1. The catalyst class is: 9. (4) Reactant: [CH3:1][O:2][C@H:3]1[C@@H:7]2[O:8][C:9]([CH3:12])([CH3:11])[O:10][C@@H:6]2[C@@H:5]([C:13]2[N:17](CC3C=CC=CC=3)[CH:16]=[N:15][N:14]=2)[O:4]1. Product: [CH3:1][O:2][C@H:3]1[C@@H:7]2[O:8][C:9]([CH3:12])([CH3:11])[O:10][C@@H:6]2[C@@H:5]([C:13]2[NH:17][CH:16]=[N:15][N:14]=2)[O:4]1. The catalyst class is: 604. (5) Reactant: [Cl:1][C:2]1[CH:3]=[C:4]([C:8]2[N:13]=[C:12]3[CH2:14][CH2:15][CH2:16][C:11]3=[C:10]([NH:17][C:18]3[CH:23]=[CH:22][C:21]([CH2:24][CH2:25][CH2:26][C:27]([O:29]C)=[O:28])=[CH:20][CH:19]=3)[CH:9]=2)[CH:5]=[CH:6][CH:7]=1.O.[OH-].[Li+].Cl. Product: [Cl:1][C:2]1[CH:3]=[C:4]([C:8]2[N:13]=[C:12]3[CH2:14][CH2:15][CH2:16][C:11]3=[C:10]([NH:17][C:18]3[CH:19]=[CH:20][C:21]([CH2:24][CH2:25][CH2:26][C:27]([OH:29])=[O:28])=[CH:22][CH:23]=3)[CH:9]=2)[CH:5]=[CH:6][CH:7]=1. The catalyst class is: 6. (6) Reactant: [F:1][C:2]1[CH:7]=[CH:6][CH:5]=[CH:4][C:3]=1[CH2:8][C:9]([NH:11][CH2:12][C:13]1[CH2:18][CH2:17][C:16](=[O:19])[NH:15][N:14]=1)=[O:10].BrBr. Product: [F:1][C:2]1[CH:7]=[CH:6][CH:5]=[CH:4][C:3]=1[CH2:8][C:9]([NH:11][CH2:12][C:13]1[CH:18]=[CH:17][C:16](=[O:19])[NH:15][N:14]=1)=[O:10]. The catalyst class is: 15. (7) Reactant: [Si:1]([O:8][CH2:9][C:10]1[C:11]([N+:22]([O-])=O)=[C:12]([CH:19]=[CH:20][CH:21]=1)[C:13]([N:15]([O:17][CH3:18])[CH3:16])=[O:14])([C:4]([CH3:7])([CH3:6])[CH3:5])([CH3:3])[CH3:2]. Product: [NH2:22][C:11]1[C:10]([CH2:9][O:8][Si:1]([C:4]([CH3:7])([CH3:6])[CH3:5])([CH3:2])[CH3:3])=[CH:21][CH:20]=[CH:19][C:12]=1[C:13]([N:15]([O:17][CH3:18])[CH3:16])=[O:14]. The catalyst class is: 99. (8) Reactant: [CH:1]1([N:6]2[C:15]3[C:10](=[CH:11][C:12]([F:17])=[C:13](F)[CH:14]=3)[C:9](=[O:18])[N:8]([O:19][CH2:20][C:21]([O:23][C:24]([CH3:27])([CH3:26])[CH3:25])=[O:22])[C:7]2=[O:28])[CH2:5][CH2:4][CH2:3][CH2:2]1.[CH:29]1([NH2:35])[CH2:34][CH2:33][CH2:32][CH2:31][CH2:30]1.C([O-])(=O)CC(CC([O-])=O)(C([O-])=O)O. Product: [CH:29]1([NH:35][C:13]2[CH:14]=[C:15]3[C:10]([C:9](=[O:18])[N:8]([O:19][CH2:20][C:21]([O:23][C:24]([CH3:25])([CH3:26])[CH3:27])=[O:22])[C:7](=[O:28])[N:6]3[CH:1]3[CH2:5][CH2:4][CH2:3][CH2:2]3)=[CH:11][C:12]=2[F:17])[CH2:34][CH2:33][CH2:32][CH2:31][CH2:30]1. The catalyst class is: 16. (9) Reactant: [F:1][C:2]1[CH:7]=[CH:6][C:5]([N:8]2[C:12]([CH2:13][NH:14]C(=O)OC(C)(C)C)=[CH:11][C:10]([C:22]([F:25])([F:24])[F:23])=[N:9]2)=[CH:4][CH:3]=1.[ClH:26]. The catalyst class is: 12. Product: [ClH:26].[F:1][C:2]1[CH:7]=[CH:6][C:5]([N:8]2[C:12]([CH2:13][NH2:14])=[CH:11][C:10]([C:22]([F:24])([F:23])[F:25])=[N:9]2)=[CH:4][CH:3]=1.